The task is: Regression/Classification. Given a drug SMILES string, predict its toxicity properties. Task type varies by dataset: regression for continuous values (e.g., LD50, hERG inhibition percentage) or binary classification for toxic/non-toxic outcomes (e.g., AMES mutagenicity, cardiotoxicity, hepatotoxicity). Dataset: ld50_zhu.. This data is from Acute oral toxicity (LD50) regression data from Zhu et al.. (1) The rat oral LD50 is 2.47, given as -log10 of the dose in mol/kg body weight (higher means more acutely toxic). The molecule is COC(=O)CC(SP(=S)(OC)OC)C(=O)OC. (2) The compound is FC(F)(F)c1cccc(C2CNCCO2)c1. The rat oral LD50 is 2.93, given as -log10 of the dose in mol/kg body weight (higher means more acutely toxic). (3) The compound is CCOP(=S)(OCC)SCc1nnc(C(C)C)o1. The rat oral LD50 is 3.67, given as -log10 of the dose in mol/kg body weight (higher means more acutely toxic). (4) The drug is CN1C(=O)C2C3C=C(C(O)(c4ccccc4)c4ccccn4)C(C3=C(c3ccccc3)c3ccccn3)C2C1=O. The rat oral LD50 is 4.64, given as -log10 of the dose in mol/kg body weight (higher means more acutely toxic). (5) The compound is O=[N+]([O-])c1c(Cl)c(Cl)c2nc(C(F)(F)F)[nH]c2c1Cl. The rat oral LD50 is 4.36, given as -log10 of the dose in mol/kg body weight (higher means more acutely toxic). (6) The drug is COc1cc(OC)cc(OCCO)c1. The rat oral LD50 is 1.69, given as -log10 of the dose in mol/kg body weight (higher means more acutely toxic). (7) The molecule is Cc1c(F)c(F)c2[nH]c(C(F)(F)F)nc2c1F. The rat oral LD50 is 4.81, given as -log10 of the dose in mol/kg body weight (higher means more acutely toxic).